This data is from Full USPTO retrosynthesis dataset with 1.9M reactions from patents (1976-2016). The task is: Predict the reactants needed to synthesize the given product. (1) Given the product [C:1]([C:3]1[CH:8]=[CH:7][C:6]([C:9]([N:11]([CH3:16])[CH3:12])=[O:10])=[CH:5][CH:4]=1)#[CH:2], predict the reactants needed to synthesize it. The reactants are: [C:1]([C:3]1[CH:8]=[CH:7][C:6]([C:9]([N:11]2[CH2:16]COC[CH2:12]2)=[O:10])=[CH:5][CH:4]=1)#[CH:2].CN(C)C(=O)C1C=CC(C#C[Si](C)(C)C)=CC=1. (2) Given the product [CH3:42][Si:2]([CH3:1])([CH2:31][CH2:32][CH2:33][O:34][Si:35]([CH2:40][CH3:41])([CH2:38][CH3:39])[CH2:36][CH3:37])[CH2:3][CH2:4][C:5]1[C:17]2[CH2:16][N:15]3[C:10](=[CH:11][C:12]4[C:22]([O:23][C:49](=[O:50])[O:60][CH2:53][C:54]5[CH:59]=[CH:58][CH:57]=[CH:56][CH:55]=5)([CH2:24][CH3:25])[C:21](=[O:26])[O:20][CH2:19][C:13]=4[C:14]3=[O:18])[C:9]=2[N:8]=[C:7]2[CH:27]=[CH:28][CH:29]=[CH:30][C:6]=12, predict the reactants needed to synthesize it. The reactants are: [CH3:1][Si:2]([CH3:42])([CH2:31][CH2:32][CH2:33][O:34][Si:35]([CH2:40][CH3:41])([CH2:38][CH3:39])[CH2:36][CH3:37])[CH2:3][CH2:4][C:5]1[C:17]2[CH2:16][N:15]3[C:10](=[CH:11][C:12]4[C:22]([CH2:24][CH3:25])([OH:23])[C:21](=[O:26])[O:20][CH2:19][C:13]=4[C:14]3=[O:18])[C:9]=2[N:8]=[C:7]2[CH:27]=[CH:28][CH:29]=[CH:30][C:6]=12.N1C=CC=CC=1.[C:49](Cl)(Cl)=[O:50].[CH2:53]([OH:60])[C:54]1[CH:59]=[CH:58][CH:57]=[CH:56][CH:55]=1.